This data is from Forward reaction prediction with 1.9M reactions from USPTO patents (1976-2016). The task is: Predict the product of the given reaction. (1) Given the reactants C1(P(C2CCCCC2)C2C=CC=CC=2C2C(C(C)C)=CC(C(C)C)=CC=2C(C)C)CCCCC1.[O:35]1[CH2:40][CH2:39][N:38]([C:41]2[C:46]([NH2:47])=[CH:45][C:44]([N:48]3[CH2:53][CH2:52][O:51][CH2:50][CH2:49]3)=[CH:43][N:42]=2)[CH2:37][CH2:36]1.Cl[C:55]1[C:64]2[C:59](=[CH:60][C:61]([F:66])=[CH:62][C:63]=2[F:65])[N:58]=[C:57]([C:67]2[CH:72]=[CH:71][CH:70]=[C:69]([CH3:73])[N:68]=2)[C:56]=1[CH3:74].CC(C)([O-])C.[Na+], predict the reaction product. The product is: [N:38]1([C:41]2[C:46]([NH:47][C:55]3[C:64]4[C:59](=[CH:60][C:61]([F:66])=[CH:62][C:63]=4[F:65])[N:58]=[C:57]([C:67]4[CH:72]=[CH:71][CH:70]=[C:69]([CH3:73])[N:68]=4)[C:56]=3[CH3:74])=[CH:45][C:44]([N:48]3[CH2:49][CH2:50][O:51][CH2:52][CH2:53]3)=[CH:43][N:42]=2)[CH2:39][CH2:40][O:35][CH2:36][CH2:37]1. (2) Given the reactants [Cl:1][CH2:2][CH2:3][CH2:4][S:5]([O:8][CH2:9][C:10]([CH3:25])([CH3:24])[C@@H:11]([O:14]CC1C=CC(OC)=CC=1)[CH:12]=[CH2:13])(=[O:7])=[O:6].ClC1C(=O)C(C#N)=C(C#N)C(=O)C=1Cl, predict the reaction product. The product is: [Cl:1][CH2:2][CH2:3][CH2:4][S:5]([O:8][CH2:9][C:10]([CH3:25])([CH3:24])[C@@H:11]([OH:14])[CH:12]=[CH2:13])(=[O:7])=[O:6]. (3) The product is: [CH2:1]([O:3][C:4]([C:6]1[N:7]([C:16]2[CH:21]=[CH:20][C:19]([O:22][CH:23]([CH3:24])[CH3:25])=[CH:18][CH:17]=2)[C:8]2[C:13]([C:14]=1[Br:53])=[CH:12][CH:11]=[C:10]([O:15][C:32]1[CH:31]=[CH:30][CH:29]=[C:28]([C:27]([F:38])([F:37])[F:26])[CH:33]=1)[CH:9]=2)=[O:5])[CH3:2]. Given the reactants [CH2:1]([O:3][C:4]([C:6]1[N:7]([C:16]2[CH:21]=[CH:20][C:19]([O:22][CH:23]([CH3:25])[CH3:24])=[CH:18][CH:17]=2)[C:8]2[C:13]([CH:14]=1)=[CH:12][CH:11]=[C:10]([OH:15])[CH:9]=2)=[O:5])[CH3:2].[F:26][C:27]([F:38])([F:37])[C:28]1[CH:29]=[C:30](B(O)O)[CH:31]=[CH:32][CH:33]=1.C(OC(C1N(C2C=CC(OC(C)C)=CC=2)C2C(C=1[Br:53])=CC(OC1C=CC(C(F)(F)F)=CC=1)=CC=2)=O)C, predict the reaction product.